Dataset: Peptide-MHC class I binding affinity with 185,985 pairs from IEDB/IMGT. Task: Regression. Given a peptide amino acid sequence and an MHC pseudo amino acid sequence, predict their binding affinity value. This is MHC class I binding data. (1) The peptide sequence is YHEDIHTYL. The MHC is HLA-B40:01 with pseudo-sequence HLA-B40:01. The binding affinity (normalized) is 0.397. (2) The binding affinity (normalized) is 0.213. The MHC is HLA-B39:01 with pseudo-sequence HLA-B39:01. The peptide sequence is LTQAAGQAF. (3) The peptide sequence is RVLLLLLLGL. The MHC is HLA-A02:06 with pseudo-sequence HLA-A02:06. The binding affinity (normalized) is 0.477. (4) The peptide sequence is AVYSTFLHR. The MHC is HLA-A02:01 with pseudo-sequence HLA-A02:01. The binding affinity (normalized) is 0.0847. (5) The peptide sequence is KLRRGDLPFV. The MHC is HLA-A68:02 with pseudo-sequence HLA-A68:02. The binding affinity (normalized) is 0.0360. (6) The peptide sequence is KLGDITLFL. The MHC is HLA-A29:02 with pseudo-sequence HLA-A29:02. The binding affinity (normalized) is 0.671. (7) The MHC is HLA-A01:01 with pseudo-sequence HLA-A01:01. The binding affinity (normalized) is 0.0847. The peptide sequence is QVIEYLKPY. (8) The peptide sequence is IPFDDIVRTM. The MHC is HLA-B53:01 with pseudo-sequence HLA-B53:01. The binding affinity (normalized) is 0.360. (9) The peptide sequence is RISGVDRYY. The binding affinity (normalized) is 0. The MHC is HLA-B35:03 with pseudo-sequence HLA-B35:03. (10) The peptide sequence is RSGCAHSRI. The binding affinity (normalized) is 0.376. The MHC is Mamu-A01 with pseudo-sequence Mamu-A01.